Dataset: Peptide-MHC class I binding affinity with 185,985 pairs from IEDB/IMGT. Task: Regression. Given a peptide amino acid sequence and an MHC pseudo amino acid sequence, predict their binding affinity value. This is MHC class I binding data. (1) The peptide sequence is SQHQHLAIM. The MHC is HLA-B08:01 with pseudo-sequence HLA-B08:01. The binding affinity (normalized) is 0.542. (2) The peptide sequence is FERGVINVF. The MHC is HLA-B40:01 with pseudo-sequence HLA-B40:01. The binding affinity (normalized) is 0.254. (3) The MHC is HLA-A33:01 with pseudo-sequence HLA-A33:01. The binding affinity (normalized) is 0.0482. The peptide sequence is NCKCCWFADK. (4) The peptide sequence is DEEFRQYT. The MHC is Mamu-A11 with pseudo-sequence Mamu-A11. The binding affinity (normalized) is 0. (5) The peptide sequence is WEAWWTEYW. The MHC is HLA-B18:01 with pseudo-sequence HLA-B18:01. The binding affinity (normalized) is 0.609. (6) The peptide sequence is SQEDNHFSL. The MHC is HLA-B15:01 with pseudo-sequence HLA-B15:01. The binding affinity (normalized) is 0.267.